Task: Predict the reactants needed to synthesize the given product.. Dataset: Full USPTO retrosynthesis dataset with 1.9M reactions from patents (1976-2016) Given the product [C:1]([O:5][C:6]([N:8]([CH3:14])[C@@H:9]([CH3:13])[C:10]([NH:29][C@@H:30]([C:67]([CH3:68])([CH3:70])[CH3:69])[C:31]([N:33]1[C@H:42]([C:43]([N:45]([CH2:56][C:57]2[CH:66]=[CH:65][C:60]([C:61]([O:63][CH3:64])=[O:62])=[CH:59][CH:58]=2)[C@@H:46]([C:48]2[CH:53]=[CH:52][CH:51]=[C:50]([F:54])[C:49]=2[F:55])[CH3:47])=[O:44])[CH2:41][C:40]2[C:35](=[CH:36][CH:37]=[CH:38][CH:39]=2)[CH2:34]1)=[O:32])=[O:12])=[O:7])([CH3:2])([CH3:3])[CH3:4], predict the reactants needed to synthesize it. The reactants are: [C:1]([O:5][C:6]([N:8]([CH3:14])[C@@H:9]([CH3:13])[C:10]([OH:12])=O)=[O:7])([CH3:4])([CH3:3])[CH3:2].C(Cl)CCl.N1C2C(=NC=CC=2)N(O)N=1.[NH2:29][C@@H:30]([C:67]([CH3:70])([CH3:69])[CH3:68])[C:31]([N:33]1[C@H:42]([C:43]([N:45]([CH2:56][C:57]2[CH:66]=[CH:65][C:60]([C:61]([O:63][CH3:64])=[O:62])=[CH:59][CH:58]=2)[C@@H:46]([C:48]2[CH:53]=[CH:52][CH:51]=[C:50]([F:54])[C:49]=2[F:55])[CH3:47])=[O:44])[CH2:41][C:40]2[C:35](=[CH:36][CH:37]=[CH:38][CH:39]=2)[CH2:34]1)=[O:32].C(O)(C(F)(F)F)=O.CN1CCOCC1.